This data is from Catalyst prediction with 721,799 reactions and 888 catalyst types from USPTO. The task is: Predict which catalyst facilitates the given reaction. (1) Reactant: [CH3:1][O:2][C:3]1[C:11]2[N:10]=[CH:9][N:8]([CH:12]3[CH2:17][CH2:16][CH2:15][CH2:14][O:13]3)[C:7]=2[CH:6]=[CH:5][C:4]=1[CH:18]=CC1C=CC=CC=1.I([O-])(=O)(=O)=[O:27].[Na+]. Product: [CH3:1][O:2][C:3]1[C:11]2[N:10]=[CH:9][N:8]([CH:12]3[CH2:17][CH2:16][CH2:15][CH2:14][O:13]3)[C:7]=2[CH:6]=[CH:5][C:4]=1[CH:18]=[O:27]. The catalyst class is: 785. (2) Reactant: [CH3:1][N:2]([CH3:18])[C:3]([C:5]1[CH:10]=[CH:9][C:8]([N+:11]([O-])=O)=[CH:7][C:6]=1[S:14]([NH2:17])(=[O:16])=[O:15])=[O:4]. Product: [NH2:11][C:8]1[CH:9]=[CH:10][C:5]([C:3]([N:2]([CH3:18])[CH3:1])=[O:4])=[C:6]([S:14]([NH2:17])(=[O:16])=[O:15])[CH:7]=1. The catalyst class is: 227.